Dataset: Blood-brain barrier permeability classification from the B3DB database. Task: Regression/Classification. Given a drug SMILES string, predict its absorption, distribution, metabolism, or excretion properties. Task type varies by dataset: regression for continuous measurements (e.g., permeability, clearance, half-life) or binary classification for categorical outcomes (e.g., BBB penetration, CYP inhibition). Dataset: b3db_classification. (1) The drug is CNC(=O)O[C@@H]1OC(=O)[C@H]2[C@@H]3C=C[C@@H](C3)[C@@H]12. The result is 1 (penetrates BBB). (2) The compound is COc1ccc([C@@H](CN(C)C)C2(O)CCCCC2)cc1. The result is 1 (penetrates BBB). (3) The compound is O=C1N([C@@H](O)C(Cl)(Cl)Cl)CNC1(c1ccccc1)c1ccccc1. The result is 1 (penetrates BBB). (4) The drug is c1ccc(-c2ccc(C(c3ccccc3)n3ccnc3)cc2)cc1. The result is 0 (does not penetrate BBB). (5) The compound is CC(C)C[C@@H](CN)CC(=O)O. The result is 1 (penetrates BBB). (6) The compound is NCC(O)c1ccc(O)c(O)c1. The result is 0 (does not penetrate BBB). (7) The drug is CC[C@H](C)[C@H](CC)C(N)=O. The result is 1 (penetrates BBB).